Predict the reactants needed to synthesize the given product. From a dataset of Full USPTO retrosynthesis dataset with 1.9M reactions from patents (1976-2016). (1) Given the product [CH3:7][C:8]1[N:9]=[CH:10][C:11]([CH2:12][OH:13])=[CH:16][CH:17]=1, predict the reactants needed to synthesize it. The reactants are: [H-].[Li+].[Al+3].[H-].[H-].[H-].[CH3:7][C:8]1[CH:17]=[CH:16][C:11]([C:12](OC)=[O:13])=[CH:10][N:9]=1.O.[OH-].[Na+]. (2) Given the product [SH:11][C:2]1[N:1]=[C:10]([N:15]2[CH2:19][CH2:18][CH2:17][CH2:16]2)[C:5]2[CH2:6][O:7][CH2:8][CH2:9][C:4]=2[C:3]=1[C:13]#[N:14], predict the reactants needed to synthesize it. The reactants are: [NH2:1][C:2]1[S:11][C:10](=S)[C:5]2[CH2:6][O:7][CH2:8][CH2:9][C:4]=2[C:3]=1[C:13]#[N:14].[NH:15]1[CH2:19][CH2:18][CH2:17][CH2:16]1. (3) Given the product [CH2:1]([O:8][C:9]1[CH:10]=[CH:11][C:12]([NH:13][C:17]2[C:18]3[CH:26]=[C:25]([Cl:27])[N:24]=[CH:23][C:19]=3[N:20]=[CH:21][N:22]=2)=[CH:14][CH:15]=1)[C:2]1[CH:3]=[CH:4][CH:5]=[CH:6][CH:7]=1, predict the reactants needed to synthesize it. The reactants are: [CH2:1]([O:8][C:9]1[CH:15]=[CH:14][C:12]([NH2:13])=[CH:11][CH:10]=1)[C:2]1[CH:7]=[CH:6][CH:5]=[CH:4][CH:3]=1.Cl[C:17]1[C:18]2[CH:26]=[C:25]([Cl:27])[N:24]=[CH:23][C:19]=2[N:20]=[CH:21][N:22]=1. (4) Given the product [NH2:1][C@H:2]([C:10]([NH:12][CH2:13][C:14]([NH:16][C@H:17]([C:22]([NH:24][C@@H:25]([C:33]([NH:35][C@H:36]([C:42]([OH:45])=[O:43])[CH2:37][CH2:38][CH2:39][CH2:40][NH2:41])=[O:34])[CH2:26][C:27]1[CH:32]=[CH:31][CH:30]=[CH:29][CH:28]=1)=[O:23])[CH2:18][C:19](=[O:21])[OH:20])=[O:15])=[O:11])[CH2:3][CH2:4][CH2:5][NH:6][C:7](=[NH:9])[NH2:8], predict the reactants needed to synthesize it. The reactants are: [NH:1]1[C:42](=[O:43])[C@H:36]([CH2:37][CH2:38][CH2:39][CH2:40][NH2:41])[NH:35][C:33](=[O:34])[C@@H:25]([CH2:26][C:27]2[CH:32]=[CH:31][CH:30]=[CH:29][CH:28]=2)[NH:24][C:22](=[O:23])[C@H:17]([CH2:18][C:19](=[O:21])[OH:20])[NH:16][C:14](=[O:15])[CH2:13][NH:12][C:10](=[O:11])[C@@H:2]1[CH2:3][CH2:4][CH2:5][NH:6][C:7](=[NH:9])[NH2:8].C([O-])(O)=[O:45].[Na+]. (5) Given the product [Br:1][C:2]1[CH:3]=[N:4][C:5]2[N:6]([N:8]=[C:9]([C:11]([N:16]3[CH2:17][CH:18]([CH3:25])[C:19]4[C:24](=[CH:23][CH:22]=[CH:21][CH:20]=4)[CH:15]3[CH3:14])=[O:13])[CH:10]=2)[CH:7]=1, predict the reactants needed to synthesize it. The reactants are: [Br:1][C:2]1[CH:3]=[N:4][C:5]2[N:6]([N:8]=[C:9]([C:11]([OH:13])=O)[CH:10]=2)[CH:7]=1.[CH3:14][CH:15]1[C:24]2[C:19](=[CH:20][CH:21]=[CH:22][CH:23]=2)[CH:18]([CH3:25])[CH2:17][NH:16]1. (6) Given the product [O:1]1[CH:5]=[CH:4][CH:3]=[C:2]1[CH:6]1[C:10]2[CH:11]=[C:12]([NH:17][C:18](=[O:24])[CH2:19][C:20]([CH3:22])([CH3:21])[CH3:23])[C:13]([CH3:16])=[C:14]([CH3:15])[C:9]=2[O:8][C:7]1([CH3:26])[CH3:25], predict the reactants needed to synthesize it. The reactants are: [O:1]1[CH:5]=[CH:4][CH:3]=[C:2]1[C:6]1(O)[C:10]2[CH:11]=[C:12]([NH:17][C:18](=[O:24])[CH2:19][C:20]([CH3:23])([CH3:22])[CH3:21])[C:13]([CH3:16])=[C:14]([CH3:15])[C:9]=2[O:8][C:7]1([CH3:26])[CH3:25]. (7) The reactants are: [C:1]1([CH3:22])[CH:6]=[CH:5][C:4]([S:7]([N:10]2[CH2:16][CH2:15][CH2:14][C:13](=O)[C:12]3[CH:18]=[CH:19][CH:20]=[CH:21][C:11]2=3)(=[O:9])=[O:8])=[CH:3][CH:2]=1.[F:23][C:24]([F:38])([F:37])[C:25]1[CH:26]=[C:27]([CH:30]=[C:31]([C:33]([F:36])([F:35])[F:34])[CH:32]=1)[CH2:28][NH2:29].[BH4-].[Na+].[OH-].[Na+]. Given the product [F:23][C:24]([F:37])([F:38])[C:25]1[CH:26]=[C:27]([CH:30]=[C:31]([C:33]([F:36])([F:34])[F:35])[CH:32]=1)[CH2:28][NH:29][CH:13]1[CH2:14][CH2:15][CH2:16][N:10]([S:7]([C:4]2[CH:5]=[CH:6][C:1]([CH3:22])=[CH:2][CH:3]=2)(=[O:9])=[O:8])[C:11]2[CH:21]=[CH:20][CH:19]=[CH:18][C:12]1=2, predict the reactants needed to synthesize it.